This data is from Aqueous solubility values for 9,982 compounds from the AqSolDB database. The task is: Regression/Classification. Given a drug SMILES string, predict its absorption, distribution, metabolism, or excretion properties. Task type varies by dataset: regression for continuous measurements (e.g., permeability, clearance, half-life) or binary classification for categorical outcomes (e.g., BBB penetration, CYP inhibition). For this dataset (solubility_aqsoldb), we predict Y. (1) The compound is CC(=O)NS(=O)(=O)c1ccc(NC(=O)c2ccccc2C(=O)O)cc1. The Y is -2.52 log mol/L. (2) The compound is COc1c(C(=O)O)cc(C(=O)O)cc1C(=O)O. The Y is -1.54 log mol/L. (3) The drug is CC(C)CCCC(C)C1CCC2C3CCC4CC(C)(CCC=C(c5cc(Cl)c(O)c(C(=O)O)c5)c5cc(Cl)c(O)c(C(=O)O)c5)CCC4(C)C3CCC12C. The Y is -8.46 log mol/L. (4) The molecule is COC(=O)C1(S(=O)(=O)c2ccccc2)CC1. The Y is -2.26 log mol/L. (5) The compound is O=S1(=O)OC2(c3cc(O)ccc3Oc3ccc(O)cc32)c2ccccc21. The Y is -3.50 log mol/L.